This data is from NCI-60 drug combinations with 297,098 pairs across 59 cell lines. The task is: Regression. Given two drug SMILES strings and cell line genomic features, predict the synergy score measuring deviation from expected non-interaction effect. (1) Drug 1: CN1CCC(CC1)COC2=C(C=C3C(=C2)N=CN=C3NC4=C(C=C(C=C4)Br)F)OC. Drug 2: C1=NC2=C(N1)C(=S)N=CN2. Cell line: UO-31. Synergy scores: CSS=37.8, Synergy_ZIP=-6.98, Synergy_Bliss=2.72, Synergy_Loewe=3.05, Synergy_HSA=3.80. (2) Drug 1: CC1C(C(CC(O1)OC2CC(OC(C2O)C)OC3=CC4=CC5=C(C(=O)C(C(C5)C(C(=O)C(C(C)O)O)OC)OC6CC(C(C(O6)C)O)OC7CC(C(C(O7)C)O)OC8CC(C(C(O8)C)O)(C)O)C(=C4C(=C3C)O)O)O)O. Drug 2: CCC1(CC2CC(C3=C(CCN(C2)C1)C4=CC=CC=C4N3)(C5=C(C=C6C(=C5)C78CCN9C7C(C=CC9)(C(C(C8N6C)(C(=O)OC)O)OC(=O)C)CC)OC)C(=O)OC)O.OS(=O)(=O)O. Cell line: SF-268. Synergy scores: CSS=14.8, Synergy_ZIP=1.51, Synergy_Bliss=1.18, Synergy_Loewe=0.800, Synergy_HSA=0.338. (3) Drug 1: C1=CC(=CC=C1CCC2=CNC3=C2C(=O)NC(=N3)N)C(=O)NC(CCC(=O)O)C(=O)O. Drug 2: CCCS(=O)(=O)NC1=C(C(=C(C=C1)F)C(=O)C2=CNC3=C2C=C(C=N3)C4=CC=C(C=C4)Cl)F. Cell line: OVCAR3. Synergy scores: CSS=21.7, Synergy_ZIP=0.567, Synergy_Bliss=-0.522, Synergy_Loewe=-18.7, Synergy_HSA=-1.26. (4) Drug 1: C1=NC(=NC(=O)N1C2C(C(C(O2)CO)O)O)N. Drug 2: CCCCC(=O)OCC(=O)C1(CC(C2=C(C1)C(=C3C(=C2O)C(=O)C4=C(C3=O)C=CC=C4OC)O)OC5CC(C(C(O5)C)O)NC(=O)C(F)(F)F)O. Cell line: HT29. Synergy scores: CSS=28.0, Synergy_ZIP=5.76, Synergy_Bliss=1.78, Synergy_Loewe=-20.7, Synergy_HSA=-3.64. (5) Drug 1: CN1CCC(CC1)COC2=C(C=C3C(=C2)N=CN=C3NC4=C(C=C(C=C4)Br)F)OC. Drug 2: CN1C2=C(C=C(C=C2)N(CCCl)CCCl)N=C1CCCC(=O)O.Cl. Cell line: SW-620. Synergy scores: CSS=23.3, Synergy_ZIP=1.89, Synergy_Bliss=8.08, Synergy_Loewe=2.01, Synergy_HSA=4.50. (6) Drug 1: CN1C(=O)N2C=NC(=C2N=N1)C(=O)N. Drug 2: C1=CC=C(C(=C1)C(C2=CC=C(C=C2)Cl)C(Cl)Cl)Cl. Cell line: DU-145. Synergy scores: CSS=0.628, Synergy_ZIP=0.622, Synergy_Bliss=1.28, Synergy_Loewe=-2.80, Synergy_HSA=-2.41. (7) Drug 1: CC(C1=C(C=CC(=C1Cl)F)Cl)OC2=C(N=CC(=C2)C3=CN(N=C3)C4CCNCC4)N. Drug 2: CC12CCC3C(C1CCC2OP(=O)(O)O)CCC4=C3C=CC(=C4)OC(=O)N(CCCl)CCCl.[Na+]. Cell line: MDA-MB-435. Synergy scores: CSS=11.4, Synergy_ZIP=-5.52, Synergy_Bliss=-4.67, Synergy_Loewe=-14.4, Synergy_HSA=-7.17. (8) Drug 1: C1=CC=C(C=C1)NC(=O)CCCCCCC(=O)NO. Drug 2: C(CCl)NC(=O)N(CCCl)N=O. Cell line: HCT-15. Synergy scores: CSS=4.63, Synergy_ZIP=1.87, Synergy_Bliss=1.65, Synergy_Loewe=0.147, Synergy_HSA=0.271. (9) Drug 1: CC(C1=C(C=CC(=C1Cl)F)Cl)OC2=C(N=CC(=C2)C3=CN(N=C3)C4CCNCC4)N. Drug 2: C1=CN(C=N1)CC(O)(P(=O)(O)O)P(=O)(O)O. Cell line: SNB-19. Synergy scores: CSS=12.0, Synergy_ZIP=0.690, Synergy_Bliss=5.18, Synergy_Loewe=2.73, Synergy_HSA=3.66. (10) Drug 1: CC1=C(C=C(C=C1)NC(=O)C2=CC=C(C=C2)CN3CCN(CC3)C)NC4=NC=CC(=N4)C5=CN=CC=C5. Drug 2: CC1CCC2CC(C(=CC=CC=CC(CC(C(=O)C(C(C(=CC(C(=O)CC(OC(=O)C3CCCCN3C(=O)C(=O)C1(O2)O)C(C)CC4CCC(C(C4)OC)OCCO)C)C)O)OC)C)C)C)OC. Cell line: OVCAR-5. Synergy scores: CSS=2.17, Synergy_ZIP=-2.86, Synergy_Bliss=-7.24, Synergy_Loewe=-46.3, Synergy_HSA=-10.2.